Dataset: Full USPTO retrosynthesis dataset with 1.9M reactions from patents (1976-2016). Task: Predict the reactants needed to synthesize the given product. Given the product [CH3:1][N:2]1[C:7](=[O:8])[C:6]2=[C:9]([S:37][C:31]3[CH:36]=[CH:35][CH:34]=[CH:33][CH:32]=3)[N:10]([CH2:12][C:13]3[CH:14]=[CH:15][C:16]([C:19]4[CH:24]=[CH:23][CH:22]=[CH:21][N:20]=4)=[CH:17][CH:18]=3)[CH:11]=[C:5]2[N:4]2[C@H:25]3[CH2:30][CH2:29][CH2:28][C@H:26]3[N:27]=[C:3]12, predict the reactants needed to synthesize it. The reactants are: [CH3:1][N:2]1[C:7](=[O:8])[C:6]2=[CH:9][N:10]([CH2:12][C:13]3[CH:18]=[CH:17][C:16]([C:19]4[CH:24]=[CH:23][CH:22]=[CH:21][N:20]=4)=[CH:15][CH:14]=3)[CH:11]=[C:5]2[N:4]2[C@H:25]3[CH2:30][CH2:29][CH2:28][C@H:26]3[N:27]=[C:3]12.[C:31]1([S:37][S:37][C:31]2[CH:36]=[CH:35][CH:34]=[CH:33][CH:32]=2)[CH:36]=[CH:35][CH:34]=[CH:33][CH:32]=1.[Li+].C[Si]([N-][Si](C)(C)C)(C)C.